From a dataset of Peptide-MHC class I binding affinity with 185,985 pairs from IEDB/IMGT. Regression. Given a peptide amino acid sequence and an MHC pseudo amino acid sequence, predict their binding affinity value. This is MHC class I binding data. (1) The peptide sequence is SYKVNCINF. The MHC is HLA-A23:01 with pseudo-sequence HLA-A23:01. The binding affinity (normalized) is 0.750. (2) The peptide sequence is ADLRFASEF. The MHC is HLA-A30:01 with pseudo-sequence HLA-A30:01. The binding affinity (normalized) is 0.0847. (3) The peptide sequence is RVYKNYDPR. The MHC is HLA-B08:03 with pseudo-sequence HLA-B08:03. The binding affinity (normalized) is 0.0847. (4) The peptide sequence is ACYNTCYCK. The MHC is HLA-A03:01 with pseudo-sequence HLA-A03:01. The binding affinity (normalized) is 0.499. (5) The peptide sequence is SIKDVIHDY. The MHC is HLA-A11:01 with pseudo-sequence HLA-A11:01. The binding affinity (normalized) is 0.266.